Dataset: Forward reaction prediction with 1.9M reactions from USPTO patents (1976-2016). Task: Predict the product of the given reaction. (1) Given the reactants [C:1]([O:10][CH3:11])(=[O:9])[C:2]1[C:3](=[CH:5][CH:6]=[CH:7][CH:8]=1)[OH:4].Br[CH2:13][CH2:14][O:15][C:16]1[CH:21]=[CH:20][CH:19]=[CH:18][CH:17]=1.C(=O)([O-])[O-].[K+].[K+].O, predict the reaction product. The product is: [O:15]([CH2:14][CH2:13][O:4][C:3]1[CH:5]=[CH:6][CH:7]=[CH:8][C:2]=1[C:1]([O:10][CH3:11])=[O:9])[C:16]1[CH:21]=[CH:20][CH:19]=[CH:18][CH:17]=1. (2) Given the reactants [NH:1]1[CH2:6][CH2:5][CH:4]([C:7]([C:9]2[CH:14]=[CH:13][CH:12]=[CH:11][N:10]=2)=[O:8])[CH2:3][CH2:2]1.Br[CH2:16][C:17]([O:19][CH2:20][CH3:21])=[O:18].C(N(CC)CC)C, predict the reaction product. The product is: [CH2:20]([O:19][C:17](=[O:18])[CH2:16][N:1]1[CH2:6][CH2:5][CH:4]([C:7]([C:9]2[CH:14]=[CH:13][CH:12]=[CH:11][N:10]=2)=[O:8])[CH2:3][CH2:2]1)[CH3:21].